Dataset: Catalyst prediction with 721,799 reactions and 888 catalyst types from USPTO. Task: Predict which catalyst facilitates the given reaction. Reactant: [C:1]([O:5][C:6]([NH:8][CH2:9][C:10]1[CH:15]=[CH:14][C:13]([CH2:16][C@H:17]([NH:23][C:24](=[O:33])[O:25][CH2:26][C:27]2[CH:32]=[CH:31][CH:30]=[CH:29][CH:28]=2)[C:18](=[O:22])[C:19]([CH3:21])=[CH2:20])=[CH:12][CH:11]=1)=[O:7])([CH3:4])([CH3:3])[CH3:2].[BH4-].[Na+].C(O)(=O)C. Product: [C:1]([O:5][C:6]([NH:8][CH2:9][C:10]1[CH:15]=[CH:14][C:13]([CH2:16][C@H:17]([NH:23][C:24](=[O:33])[O:25][CH2:26][C:27]2[CH:28]=[CH:29][CH:30]=[CH:31][CH:32]=2)[C@H:18]([OH:22])[C:19]([CH3:21])=[CH2:20])=[CH:12][CH:11]=1)=[O:7])([CH3:2])([CH3:3])[CH3:4]. The catalyst class is: 5.